This data is from NCI-60 drug combinations with 297,098 pairs across 59 cell lines. The task is: Regression. Given two drug SMILES strings and cell line genomic features, predict the synergy score measuring deviation from expected non-interaction effect. (1) Drug 1: COC1=C(C=C2C(=C1)N=CN=C2NC3=CC(=C(C=C3)F)Cl)OCCCN4CCOCC4. Drug 2: CC1C(C(CC(O1)OC2CC(CC3=C2C(=C4C(=C3O)C(=O)C5=C(C4=O)C(=CC=C5)OC)O)(C(=O)C)O)N)O.Cl. Cell line: SK-MEL-5. Synergy scores: CSS=58.9, Synergy_ZIP=15.3, Synergy_Bliss=16.8, Synergy_Loewe=16.1, Synergy_HSA=16.1. (2) Drug 1: CN1CCC(CC1)COC2=C(C=C3C(=C2)N=CN=C3NC4=C(C=C(C=C4)Br)F)OC. Drug 2: COC1=CC(=CC(=C1O)OC)C2C3C(COC3=O)C(C4=CC5=C(C=C24)OCO5)OC6C(C(C7C(O6)COC(O7)C8=CC=CS8)O)O. Cell line: ACHN. Synergy scores: CSS=59.3, Synergy_ZIP=-6.18, Synergy_Bliss=-4.16, Synergy_Loewe=-19.8, Synergy_HSA=-0.426. (3) Drug 1: CCC(=C(C1=CC=CC=C1)C2=CC=C(C=C2)OCCN(C)C)C3=CC=CC=C3.C(C(=O)O)C(CC(=O)O)(C(=O)O)O. Drug 2: CC1CCC2CC(C(=CC=CC=CC(CC(C(=O)C(C(C(=CC(C(=O)CC(OC(=O)C3CCCCN3C(=O)C(=O)C1(O2)O)C(C)CC4CCC(C(C4)OC)OCCO)C)C)O)OC)C)C)C)OC. Cell line: SF-268. Synergy scores: CSS=18.1, Synergy_ZIP=-2.73, Synergy_Bliss=-1.37, Synergy_Loewe=0.0810, Synergy_HSA=0.437. (4) Synergy scores: CSS=6.34, Synergy_ZIP=-2.30, Synergy_Bliss=-0.904, Synergy_Loewe=-0.195, Synergy_HSA=-0.132. Drug 2: CN1C(=O)N2C=NC(=C2N=N1)C(=O)N. Cell line: UO-31. Drug 1: CCC1(CC2CC(C3=C(CCN(C2)C1)C4=CC=CC=C4N3)(C5=C(C=C6C(=C5)C78CCN9C7C(C=CC9)(C(C(C8N6C=O)(C(=O)OC)O)OC(=O)C)CC)OC)C(=O)OC)O.OS(=O)(=O)O. (5) Drug 1: COC1=C(C=C2C(=C1)N=CN=C2NC3=CC(=C(C=C3)F)Cl)OCCCN4CCOCC4. Drug 2: CN(CC1=CN=C2C(=N1)C(=NC(=N2)N)N)C3=CC=C(C=C3)C(=O)NC(CCC(=O)O)C(=O)O. Cell line: A498. Synergy scores: CSS=53.6, Synergy_ZIP=-2.92, Synergy_Bliss=0.689, Synergy_Loewe=6.95, Synergy_HSA=8.73.